Dataset: Full USPTO retrosynthesis dataset with 1.9M reactions from patents (1976-2016). Task: Predict the reactants needed to synthesize the given product. (1) Given the product [ClH:33].[ClH:33].[NH:3]1[C:7]2[CH:8]=[CH:9][CH:10]=[CH:11][C:6]=2[N:5]=[C:4]1[CH:12]([NH2:25])[CH2:13][C:14]1[CH:15]=[CH:16][C:17]([O:20][C:21]([F:22])([F:24])[F:23])=[CH:18][CH:19]=1, predict the reactants needed to synthesize it. The reactants are: N#N.[NH:3]1[C:7]2[CH:8]=[CH:9][CH:10]=[CH:11][C:6]=2[N:5]=[C:4]1[CH:12]([NH:25]C(=O)OC(C)(C)C)[CH2:13][C:14]1[CH:19]=[CH:18][C:17]([O:20][C:21]([F:24])([F:23])[F:22])=[CH:16][CH:15]=1.[ClH:33]. (2) Given the product [C:15]([C:17]1[CH:22]=[CH:21][C:20]([C:2]2[CH:11]=[C:10]([C:12]([OH:14])=[O:13])[C:9]3[C:4](=[CH:5][CH:6]=[CH:7][CH:8]=3)[N:3]=2)=[CH:19][CH:18]=1)#[N:16], predict the reactants needed to synthesize it. The reactants are: Cl[C:2]1[CH:11]=[C:10]([C:12]([OH:14])=[O:13])[C:9]2[C:4](=[CH:5][CH:6]=[CH:7][CH:8]=2)[N:3]=1.[C:15]([C:17]1[CH:22]=[CH:21][C:20](B(O)O)=[CH:19][CH:18]=1)#[N:16].CN1CCN(C2N=CC=CC=2B2OC(C)(C)C(C)(C)O2)CC1.CN1CCN(C2N=CC(C3C=C(C(O)=O)C4C(=CC=CC=4)N=3)=CC=2)CC1. (3) Given the product [Br:28][C:22]1[CH:21]=[C:20]2[C:25]([CH2:26][CH2:27][CH:18]([N:14]([CH:11]3[CH2:10][CH2:9][NH:8][CH2:13][CH2:12]3)[CH2:15][CH2:16][CH3:17])[CH2:19]2)=[CH:24][CH:23]=1, predict the reactants needed to synthesize it. The reactants are: C(OC([N:8]1[CH2:13][CH2:12][CH:11]([N:14]([CH:18]2[CH2:27][CH2:26][C:25]3[C:20](=[CH:21][C:22]([Br:28])=[CH:23][CH:24]=3)[CH2:19]2)[CH2:15][CH2:16][CH3:17])[CH2:10][CH2:9]1)=O)(C)(C)C.FC(F)(F)C(O)=O. (4) Given the product [C:36]1([O:35][C:30]2[CH:31]=[CH:32][CH:33]=[CH:34][C:29]=2[CH2:28][N:1]2[CH:5]=[CH:4][C:3]([N:6]3[C:14](=[O:15])[C:13]4[C:8](=[CH:9][CH:10]=[CH:11][CH:12]=4)[C:7]3=[O:16])=[N:2]2)[CH:37]=[CH:38][CH:39]=[CH:40][CH:41]=1, predict the reactants needed to synthesize it. The reactants are: [NH:1]1[CH:5]=[CH:4][C:3]([N:6]2[C:14](=[O:15])[C:13]3[C:8](=[CH:9][CH:10]=[CH:11][CH:12]=3)[C:7]2=[O:16])=[N:2]1.C[Si]([N-][Si](C)(C)C)(C)C.[Li+].Br[CH2:28][C:29]1[CH:34]=[CH:33][CH:32]=[CH:31][C:30]=1[O:35][C:36]1[CH:41]=[CH:40][CH:39]=[CH:38][CH:37]=1.Cl.